This data is from Catalyst prediction with 721,799 reactions and 888 catalyst types from USPTO. The task is: Predict which catalyst facilitates the given reaction. (1) Reactant: FC(F)(F)C([NH:5][C:6]1[CH:7]=[C:8]([CH:13]=[CH:14][C:15]=1OS(C(F)(F)F)(=O)=O)[C:9]([O:11][CH3:12])=[O:10])=O.[C:26]([C:28]1[CH:33]=[CH:32][CH:31]=[CH:30][N:29]=1)#[CH:27].CN(C)C(=N)N(C)C. Product: [N:29]1[CH:30]=[CH:31][CH:32]=[CH:33][C:28]=1[C:26]1[NH:5][C:6]2[C:15]([CH:27]=1)=[CH:14][CH:13]=[C:8]([C:9]([O:11][CH3:12])=[O:10])[CH:7]=2. The catalyst class is: 538. (2) Reactant: [F:1][C:2]1[CH:7]=[CH:6][C:5]([C:8]2[NH:9][C:10]3[C:15]([C:16]=2[C:17](=[O:20])[NH:18][CH3:19])=[CH:14][C:13]([C:21]2[CH:22]=[C:23]([CH:27]=[CH:28][CH:29]=2)[C:24]([OH:26])=O)=[CH:12][CH:11]=3)=[CH:4][CH:3]=1.CCN(C(C)C)C(C)C.[C:39]([NH2:48])([C:42]1[CH:47]=[CH:46][CH:45]=[CH:44][CH:43]=1)([CH3:41])[CH3:40].CN(C(ON1N=NC2C=CC=NC1=2)=[N+](C)C)C.F[P-](F)(F)(F)(F)F. Product: [F:1][C:2]1[CH:3]=[CH:4][C:5]([C:8]2[NH:9][C:10]3[C:15]([C:16]=2[C:17]([NH:18][CH3:19])=[O:20])=[CH:14][C:13]([C:21]2[CH:29]=[CH:28][CH:27]=[C:23]([C:24](=[O:26])[NH:48][C:39]([C:42]4[CH:47]=[CH:46][CH:45]=[CH:44][CH:43]=4)([CH3:41])[CH3:40])[CH:22]=2)=[CH:12][CH:11]=3)=[CH:6][CH:7]=1. The catalyst class is: 825. (3) Reactant: [N+:1]([C:4]1[CH:11]=[CH:10][C:7]([CH:8]=[O:9])=[C:6]([CH:12]=[CH2:13])[CH:5]=1)([O-:3])=[O:2].CC1C=CC(S([CH2:24][N+:25]#[C-:26])(=O)=O)=CC=1.C(=O)([O-])[O-].[K+].[K+].C([O-])(O)=O.[Na+]. Product: [N+:1]([C:4]1[CH:11]=[CH:10][C:7]([C:8]2[O:9][CH:26]=[N:25][CH:24]=2)=[C:6]([CH:12]=[CH2:13])[CH:5]=1)([O-:3])=[O:2]. The catalyst class is: 5. (4) Reactant: [Cl:1][C:2]1[CH:17]=[CH:16][CH:15]=[CH:14][C:3]=1[CH2:4][NH:5][C:6](=[O:13])[C:7]([CH3:12])([CH3:11])[CH2:8][CH2:9][OH:10].[CH2:18]([C:20]1[CH:25]=[CH:24][C:23]([N:26]=[C:27]=[O:28])=[CH:22][CH:21]=1)[CH3:19]. The catalyst class is: 230. Product: [CH2:18]([C:20]1[CH:25]=[CH:24][C:23]([NH:26][C:27](=[O:28])[O:10][CH2:9][CH2:8][C:7]([CH3:12])([CH3:11])[C:6]([NH:5][CH2:4][C:3]2[CH:14]=[CH:15][CH:16]=[CH:17][C:2]=2[Cl:1])=[O:13])=[CH:22][CH:21]=1)[CH3:19]. (5) Reactant: C[C:2]1[NH:3][C:4]2[C:9]([CH:10]=1)=[CH:8][CH:7]=[CH:6][CH:5]=2.[H-].[Na+].[Br:13][CH2:14][CH2:15][CH2:16][CH2:17]Br.CN1C(=O)N(C)C[CH2:22][CH2:21]1. Product: [Br:13][CH2:14][CH2:15][CH2:16][CH2:17][N:3]1[C:4]2[C:9](=[CH:8][CH:7]=[CH:6][CH:5]=2)[C:10]([CH2:21][CH3:22])=[CH:2]1. The catalyst class is: 682.